Dataset: NCI-60 drug combinations with 297,098 pairs across 59 cell lines. Task: Regression. Given two drug SMILES strings and cell line genomic features, predict the synergy score measuring deviation from expected non-interaction effect. (1) Drug 1: CC1OCC2C(O1)C(C(C(O2)OC3C4COC(=O)C4C(C5=CC6=C(C=C35)OCO6)C7=CC(=C(C(=C7)OC)O)OC)O)O. Drug 2: CCN(CC)CCNC(=O)C1=C(NC(=C1C)C=C2C3=C(C=CC(=C3)F)NC2=O)C. Cell line: CAKI-1. Synergy scores: CSS=43.0, Synergy_ZIP=-3.59, Synergy_Bliss=-4.03, Synergy_Loewe=-2.17, Synergy_HSA=0.398. (2) Drug 2: C1CC(=O)NC(=O)C1N2C(=O)C3=CC=CC=C3C2=O. Synergy scores: CSS=-4.41, Synergy_ZIP=0.628, Synergy_Bliss=-3.15, Synergy_Loewe=-5.13, Synergy_HSA=-4.91. Cell line: HCT-15. Drug 1: CC1=CC2C(CCC3(C2CCC3(C(=O)C)OC(=O)C)C)C4(C1=CC(=O)CC4)C. (3) Drug 1: C1C(C(OC1N2C=C(C(=O)NC2=O)F)CO)O. Drug 2: C1=NNC2=C1C(=O)NC=N2. Cell line: SW-620. Synergy scores: CSS=27.8, Synergy_ZIP=1.49, Synergy_Bliss=1.68, Synergy_Loewe=-18.7, Synergy_HSA=0.703. (4) Drug 1: CC1=C(C=C(C=C1)NC2=NC=CC(=N2)N(C)C3=CC4=NN(C(=C4C=C3)C)C)S(=O)(=O)N.Cl. Drug 2: CC(C)NC(=O)C1=CC=C(C=C1)CNNC.Cl. Cell line: 786-0. Synergy scores: CSS=0.649, Synergy_ZIP=0.0444, Synergy_Bliss=0.329, Synergy_Loewe=-1.83, Synergy_HSA=-1.07. (5) Drug 1: C(=O)(N)NO. Drug 2: C1=NC2=C(N=C(N=C2N1C3C(C(C(O3)CO)O)F)Cl)N. Cell line: KM12. Synergy scores: CSS=6.77, Synergy_ZIP=-2.65, Synergy_Bliss=-1.09, Synergy_Loewe=-1.58, Synergy_HSA=-0.622. (6) Drug 1: CC1=CC=C(C=C1)C2=CC(=NN2C3=CC=C(C=C3)S(=O)(=O)N)C(F)(F)F. Drug 2: C1C(C(OC1N2C=C(C(=O)NC2=O)F)CO)O. Cell line: 786-0. Synergy scores: CSS=9.19, Synergy_ZIP=-4.97, Synergy_Bliss=2.04, Synergy_Loewe=-17.5, Synergy_HSA=-0.308. (7) Drug 1: CCC1(CC2CC(C3=C(CCN(C2)C1)C4=CC=CC=C4N3)(C5=C(C=C6C(=C5)C78CCN9C7C(C=CC9)(C(C(C8N6C)(C(=O)OC)O)OC(=O)C)CC)OC)C(=O)OC)O.OS(=O)(=O)O. Drug 2: CCN(CC)CCCC(C)NC1=C2C=C(C=CC2=NC3=C1C=CC(=C3)Cl)OC. Cell line: SK-OV-3. Synergy scores: CSS=15.9, Synergy_ZIP=-7.14, Synergy_Bliss=-4.00, Synergy_Loewe=-5.21, Synergy_HSA=-0.724. (8) Drug 1: C1=C(C(=O)NC(=O)N1)N(CCCl)CCCl. Drug 2: C1CN(CCN1C(=O)CCBr)C(=O)CCBr. Cell line: SF-295. Synergy scores: CSS=63.3, Synergy_ZIP=-2.36, Synergy_Bliss=1.97, Synergy_Loewe=1.80, Synergy_HSA=4.87. (9) Drug 1: CC1=C(C=C(C=C1)NC2=NC=CC(=N2)N(C)C3=CC4=NN(C(=C4C=C3)C)C)S(=O)(=O)N.Cl. Drug 2: C(CCl)NC(=O)N(CCCl)N=O. Cell line: HL-60(TB). Synergy scores: CSS=-17.4, Synergy_ZIP=11.0, Synergy_Bliss=1.58, Synergy_Loewe=-25.7, Synergy_HSA=-21.3. (10) Drug 1: C1=NC2=C(N=C(N=C2N1C3C(C(C(O3)CO)O)O)F)N. Drug 2: CC1C(C(CC(O1)OC2CC(CC3=C2C(=C4C(=C3O)C(=O)C5=C(C4=O)C(=CC=C5)OC)O)(C(=O)CO)O)N)O.Cl. Cell line: EKVX. Synergy scores: CSS=5.82, Synergy_ZIP=-2.09, Synergy_Bliss=-0.984, Synergy_Loewe=-17.4, Synergy_HSA=-1.87.